Dataset: Reaction yield outcomes from USPTO patents with 853,638 reactions. Task: Predict the reaction yield, written as a fraction of the theoretical maximum amount of product (1.0 means a 100% yield; for example, 0.34 means a 34% yield). (1) The reactants are [NH2:1][C:2]1[CH:10]=[CH:9][CH:8]=[C:7]2[C:3]=1[CH2:4][N:5]([CH:12]([CH2:17]C(O)=O)[CH2:13][C:14](O)=O)[C:6]2=[O:11].[NH2:21][C:22](N)=[O:23].CN(C)C=[O:28]. The yield is 0.300. No catalyst specified. The product is [NH2:1][C:2]1[CH:10]=[CH:9][CH:8]=[C:7]2[C:3]=1[CH2:4][N:5]([CH:12]1[CH2:13][CH2:14][C:22](=[O:23])[NH:21][C:17]1=[O:28])[C:6]2=[O:11]. (2) The reactants are [OH:1][C:2]1[CH:7]=[CH:6][C:5]([CH2:8][CH2:9][CH:10]([CH2:15][CH2:16][CH2:17][C:18]2[CH:23]=[CH:22][CH:21]=[CH:20][CH:19]=2)[C:11]([O:13][CH3:14])=[O:12])=[CH:4][CH:3]=1.N1C=CC=CC=1.[F:30][C:31]([F:42])([F:41])[C:32]1[CH:37]=[CH:36][C:35](B(O)O)=[CH:34][CH:33]=1.O. The catalyst is C(Cl)Cl.CC([O-])=O.CC([O-])=O.[Cu+2]. The product is [F:30][C:31]([F:42])([F:41])[C:32]1[CH:37]=[CH:36][C:35]([O:1][C:2]2[CH:3]=[CH:4][C:5]([CH2:8][CH2:9][CH:10]([CH2:15][CH2:16][CH2:17][C:18]3[CH:19]=[CH:20][CH:21]=[CH:22][CH:23]=3)[C:11]([O:13][CH3:14])=[O:12])=[CH:6][CH:7]=2)=[CH:34][CH:33]=1. The yield is 0.600. (3) The catalyst is CN(C=O)C.CCOC(C)=O.[OH-].[Na+]. The reactants are [CH2:1]([O:8][C:9]([NH:11][C:12]1[C:13]([C:29](O)=[O:30])=[N:14][C:15]2[C:20]([CH:21]=1)=[CH:19][CH:18]=[C:17]([N:22]1[CH2:27][CH2:26][O:25][CH2:24][C:23]1=[O:28])[CH:16]=2)=[O:10])[C:2]1[CH:7]=[CH:6][CH:5]=[CH:4][CH:3]=1.[NH2:32][C:33]1[CH:34]=[N:35][CH:36]=[CH:37][C:38]=1[N:39]1[CH2:44][C@H:43]([CH3:45])[CH2:42][C@H:41]([NH:46]C(=O)OC(C)(C)C)[CH2:40]1.CN(C(ON1N=NC2C=CC=NC1=2)=[N+](C)C)C.F[P-](F)(F)(F)(F)F.CCN(C(C)C)C(C)C. The product is [CH2:1]([O:8][C:9](=[O:10])[NH:11][C:12]1[C:13]([C:29]([NH:32][C:33]2[CH:34]=[N:35][CH:36]=[CH:37][C:38]=2[N:39]2[CH2:44][C@H:43]([CH3:45])[CH2:42][C@H:41]([NH2:46])[CH2:40]2)=[O:30])=[N:14][C:15]2[C:20]([CH:21]=1)=[CH:19][CH:18]=[C:17]([N:22]1[CH2:27][CH2:26][O:25][CH2:24][C:23]1=[O:28])[CH:16]=2)[C:2]1[CH:7]=[CH:6][CH:5]=[CH:4][CH:3]=1. The yield is 0.310. (4) The reactants are [CH:1]1([CH2:7][C:8]([OH:10])=O)[CH2:6][CH2:5][CH2:4][CH2:3][CH2:2]1.[C:11]1([NH2:18])[CH:16]=[CH:15][C:14]([NH2:17])=[CH:13][CH:12]=1.C(N1C=CN=C1)(N1C=CN=C1)=O.C([NH:38][C@@H:39]1[CH2:43][CH2:42][C@H:41]([C:44](O)=[O:45])[CH2:40]1)(OC(C)(C)C)=O.C1CCC(N=C=NC2CCCCC2)CC1.C1C=CC2N(O)N=NC=2C=1.C(O)(C(F)(F)F)=O.[ClH:79]. The catalyst is C1COCC1.CN(C=O)C.ClCCl.C(O)(C)C. The product is [ClH:79].[CH:1]1([CH2:7][C:8]([NH:17][C:14]2[CH:15]=[CH:16][C:11]([NH:18][C:44]([C@@H:41]3[CH2:42][CH2:43][C@H:39]([NH2:38])[CH2:40]3)=[O:45])=[CH:12][CH:13]=2)=[O:10])[CH2:2][CH2:3][CH2:4][CH2:5][CH2:6]1. The yield is 0.500. (5) The reactants are [Br:1][C:2]1[N:3]=[C:4]([C:7]([OH:9])=O)[S:5][CH:6]=1.O=S(Cl)Cl.O.[NH2:15][NH2:16]. The catalyst is CO. The product is [Br:1][C:2]1[N:3]=[C:4]([C:7]([NH:15][NH2:16])=[O:9])[S:5][CH:6]=1. The yield is 0.770. (6) The reactants are [O:1]1[C:5]2[CH:6]=[C:7]([C:10](=[O:21])[C@H:11]([NH:13][C:14](=[O:20])[O:15][C:16]([CH3:19])([CH3:18])[CH3:17])[CH3:12])[CH:8]=[CH:9][C:4]=2[CH2:3][CH2:2]1.CC(O)C.[Al](OC(C)C)(OC(C)C)OC(C)C. The catalyst is C1(C)C=CC=CC=1. The product is [O:1]1[C:5]2[CH:6]=[C:7]([C@@H:10]([OH:21])[C@H:11]([NH:13][C:14](=[O:20])[O:15][C:16]([CH3:18])([CH3:17])[CH3:19])[CH3:12])[CH:8]=[CH:9][C:4]=2[CH2:3][CH2:2]1. The yield is 0.710.